Dataset: Catalyst prediction with 721,799 reactions and 888 catalyst types from USPTO. Task: Predict which catalyst facilitates the given reaction. Reactant: [CH3:1][N:2]([CH2:4][C:5]1[CH:10]=[CH:9][CH:8]=[CH:7][C:6]=1[N:11]1[CH2:16][CH2:15][N:14](C(OC(C)(C)C)=O)[CH2:13][CH2:12]1)[CH3:3].C(O)(C(F)(F)F)=O. Product: [CH3:1][N:2]([CH3:3])[CH2:4][C:5]1[CH:10]=[CH:9][CH:8]=[CH:7][C:6]=1[N:11]1[CH2:16][CH2:15][NH:14][CH2:13][CH2:12]1. The catalyst class is: 2.